This data is from Peptide-MHC class II binding affinity with 134,281 pairs from IEDB. The task is: Regression. Given a peptide amino acid sequence and an MHC pseudo amino acid sequence, predict their binding affinity value. This is MHC class II binding data. (1) The peptide sequence is MNIKLQMPLYVAGYK. The MHC is DRB1_0802 with pseudo-sequence DRB1_0802. The binding affinity (normalized) is 0.754. (2) The peptide sequence is ATAAAAAAVDRGDPP. The MHC is HLA-DQA10301-DQB10302 with pseudo-sequence HLA-DQA10301-DQB10302. The binding affinity (normalized) is 0.322. (3) The peptide sequence is QNSSFIIDGPNTPEC. The MHC is DRB1_0901 with pseudo-sequence DRB1_0901. The binding affinity (normalized) is 0.244.